From a dataset of Full USPTO retrosynthesis dataset with 1.9M reactions from patents (1976-2016). Predict the reactants needed to synthesize the given product. (1) Given the product [N:43]([CH:18]([C:9]1[C:8]([C:4]2[CH:5]=[N:6][CH:7]=[C:2]([F:1])[CH:3]=2)=[C:17]2[C:12]([CH:13]=[CH:14][CH:15]=[N:16]2)=[CH:11][CH:10]=1)[CH3:19])=[N+:44]=[N-:45], predict the reactants needed to synthesize it. The reactants are: [F:1][C:2]1[CH:3]=[C:4]([C:8]2[C:9]([CH:18](O)[CH3:19])=[CH:10][CH:11]=[C:12]3[C:17]=2[N:16]=[CH:15][CH:14]=[CH:13]3)[CH:5]=[N:6][CH:7]=1.FC1C=C(B(O)O)C=NC=1.C(N(CC)CC)C.CS(Cl)(=O)=O.[N-:43]=[N+:44]=[N-:45].[Na+]. (2) The reactants are: [OH:1][CH:2]1[CH2:11][C:10]2[C:9]([NH:12][C:13](=[O:15])[O-])=[CH:8][CH:7]=[CH:6][C:5]=2[CH2:4][CH2:3]1.Cl.[Cl:17][C:18]1[CH:23]=[CH:22][CH:21]=[CH:20][C:19]=1[N:24]1[CH2:29][CH2:28][NH:27][CH2:26][CH2:25]1.N12CCCN=C1CCCCC2.O. Given the product [Cl:17][C:18]1[CH:23]=[CH:22][CH:21]=[CH:20][C:19]=1[N:24]1[CH2:29][CH2:28][N:27]([C:13]([NH:12][C:9]2[C:10]3[CH2:11][CH:2]([OH:1])[CH2:3][CH2:4][C:5]=3[CH:6]=[CH:7][CH:8]=2)=[O:15])[CH2:26][CH2:25]1, predict the reactants needed to synthesize it. (3) Given the product [CH3:1][C:2]([CH3:29])([CH2:6][O:7][C:8]1[CH:13]=[CH:12][C:11]([C:14]2[CH:19]=[CH:18][C:17]([C:20]3[NH:21][C:22]([C:25]([F:28])([F:26])[F:27])=[CH:23][N:24]=3)=[CH:16][N:15]=2)=[CH:10][CH:9]=1)[C:3]([O-:5])=[O:4].[Na+:31], predict the reactants needed to synthesize it. The reactants are: [CH3:1][C:2]([CH3:29])([CH2:6][O:7][C:8]1[CH:13]=[CH:12][C:11]([C:14]2[CH:19]=[CH:18][C:17]([C:20]3[NH:21][C:22]([C:25]([F:28])([F:27])[F:26])=[CH:23][N:24]=3)=[CH:16][N:15]=2)=[CH:10][CH:9]=1)[C:3]([OH:5])=[O:4].[OH-].[Na+:31]. (4) Given the product [C:1]([O:5][C:6](=[O:7])[N:8]([CH2:9][CH2:10][O:26][C:27]1[CH:35]=[CH:34][CH:33]=[C:32]2[C:28]=1[CH:29]=[CH:30][NH:31]2)[CH3:11])([CH3:2])([CH3:3])[CH3:4], predict the reactants needed to synthesize it. The reactants are: [C:1]([O:5][C:6]([N:8]1[CH2:11][CH:10](CO)[CH2:9]1)=[O:7])([CH3:4])([CH3:3])[CH3:2].C(OC(N1CC(C[O:26][C:27]2[CH:35]=[CH:34][CH:33]=[C:32]3[C:28]=2[CH:29]=[CH:30][NH:31]3)C1)=O)(C)(C)C. (5) Given the product [N:1]1[CH:2]=[CH:3][C:4]([C:7]2[S:11][C:10]([C:12]([NH:23][CH2:22][CH2:21][C:18]3[CH:19]=[CH:20][N:15]=[CH:16][CH:17]=3)=[O:14])=[CH:9][CH:8]=2)=[CH:5][CH:6]=1, predict the reactants needed to synthesize it. The reactants are: [N:1]1[CH:6]=[CH:5][C:4]([C:7]2[S:11][C:10]([C:12]([OH:14])=O)=[CH:9][CH:8]=2)=[CH:3][CH:2]=1.[N:15]1[CH:20]=[CH:19][C:18]([CH2:21][CH2:22][NH2:23])=[CH:17][CH:16]=1.